This data is from Forward reaction prediction with 1.9M reactions from USPTO patents (1976-2016). The task is: Predict the product of the given reaction. (1) Given the reactants C[O:2][C:3]([C:5]1[CH:10]=[CH:9][CH:8]=[C:7]([CH2:11][O:12][C:13]2[CH:18]=[CH:17][C:16](I)=[CH:15][CH:14]=2)[N:6]=1)=[O:4].C(=O)([O-])[O-].[K+].[K+].[CH3:26][O:27][CH2:28][C:29]1[CH:34]=[CH:33][CH:32]=[CH:31][C:30]=1B(O)O.[OH-].[K+], predict the reaction product. The product is: [CH3:26][O:27][CH2:28][C:29]1[CH:34]=[CH:33][CH:32]=[CH:31][C:30]=1[C:16]1[CH:17]=[CH:18][C:13]([O:12][CH2:11][C:7]2[N:6]=[C:5]([C:3]([OH:2])=[O:4])[CH:10]=[CH:9][CH:8]=2)=[CH:14][CH:15]=1. (2) Given the reactants [Cl:1][C:2]1[C:7]([NH:8][C:9]2[N:14]=[C:13]([N:15]([CH:25]3[CH2:27][CH2:26]3)[CH2:16][C:17]3[CH:22]=[CH:21][C:20]([O:23][CH3:24])=[CH:19][CH:18]=3)[C:12]3=[N:28][CH:29]=[C:30]([C:31]#[N:32])[N:11]3[N:10]=2)=[CH:6][C:5]([C:33]#[N:34])=[CH:4][C:3]=1[N:35]1[CH2:40][CH2:39][NH:38][CH:37]([C:41]([N:43]([CH3:45])[CH3:44])=[O:42])[CH2:36]1.C([O-])([O-])=O.[Cs+].[Cs+].Br[CH2:53][CH:54]([F:56])[F:55], predict the reaction product. The product is: [Cl:1][C:2]1[C:7]([NH:8][C:9]2[N:14]=[C:13]([N:15]([CH:25]3[CH2:27][CH2:26]3)[CH2:16][C:17]3[CH:18]=[CH:19][C:20]([O:23][CH3:24])=[CH:21][CH:22]=3)[C:12]3=[N:28][CH:29]=[C:30]([C:31]#[N:32])[N:11]3[N:10]=2)=[CH:6][C:5]([C:33]#[N:34])=[CH:4][C:3]=1[N:35]1[CH2:40][CH2:39][N:38]([CH2:53][CH:54]([F:56])[F:55])[CH:37]([C:41]([N:43]([CH3:44])[CH3:45])=[O:42])[CH2:36]1. (3) Given the reactants [OH:1][C:2]1[CH:11]=[C:10]2[C:5]([C:6]([O:12][C:13]3[CH:14]=[C:15]4[C:19](=[CH:20][CH:21]=3)[NH:18][C:17]([CH3:22])=[CH:16]4)=[N:7][CH:8]=[N:9]2)=[CH:4][CH:3]=1.O[CH2:24][CH2:25][CH2:26][N:27]1[CH2:32][CH2:31][CH2:30][CH2:29][CH2:28]1, predict the reaction product. The product is: [CH3:22][C:17]1[NH:18][C:19]2[C:15]([CH:16]=1)=[CH:14][C:13]([O:12][C:6]1[C:5]3[C:10](=[CH:11][C:2]([O:1][CH2:24][CH2:25][CH2:26][N:27]4[CH2:32][CH2:31][CH2:30][CH2:29][CH2:28]4)=[CH:3][CH:4]=3)[N:9]=[CH:8][N:7]=1)=[CH:21][CH:20]=2. (4) Given the reactants [CH3:1][O:2][C:3]1[CH:4]=[C:5]([NH:11][C:12]([C:14]2[CH:41]=[CH:40][C:17]3[N:18]=[C:19]([N:21]4[CH2:26][CH2:25][N:24]([C:27](=[O:39])[C@@H:28]([NH:31]C(=O)OC(C)(C)C)[CH2:29][CH3:30])[CH2:23][CH2:22]4)[S:20][C:16]=3[CH:15]=2)=[O:13])[CH:6]=[CH:7][C:8]=1[O:9][CH3:10].[ClH:42], predict the reaction product. The product is: [ClH:42].[NH2:31][C@@H:28]([CH2:29][CH3:30])[C:27]([N:24]1[CH2:25][CH2:26][N:21]([C:19]2[S:20][C:16]3[CH:15]=[C:14]([C:12]([NH:11][C:5]4[CH:6]=[CH:7][C:8]([O:9][CH3:10])=[C:3]([O:2][CH3:1])[CH:4]=4)=[O:13])[CH:41]=[CH:40][C:17]=3[N:18]=2)[CH2:22][CH2:23]1)=[O:39]. (5) Given the reactants C([O-])([O-])=O.[K+].[K+].[CH3:7][O:8][C:9]1[CH:14]=[C:13]([CH3:15])[C:12]([S:16](Cl)(=[O:18])=[O:17])=[C:11]([CH3:20])[CH:10]=1.[NH:21]1[CH2:26][CH2:25][CH2:24][CH2:23][CH:22]1[CH2:27][OH:28], predict the reaction product. The product is: [CH3:7][O:8][C:9]1[CH:14]=[C:13]([CH3:15])[C:12]([S:16]([N:21]2[CH2:26][CH2:25][CH2:24][CH2:23][CH:22]2[CH2:27][OH:28])(=[O:18])=[O:17])=[C:11]([CH3:20])[CH:10]=1. (6) Given the reactants [NH2:1][C:2]1[N:7]=[C:6]([CH2:8][C:9]([O:11][CH2:12][CH3:13])=[O:10])[CH:5]=[CH:4][CH:3]=1.C(N(C(C)C)C(C)C)C.[C:23](Cl)(=[O:25])[CH3:24], predict the reaction product. The product is: [C:23]([NH:1][C:2]1[N:7]=[C:6]([CH2:8][C:9]([O:11][CH2:12][CH3:13])=[O:10])[CH:5]=[CH:4][CH:3]=1)(=[O:25])[CH3:24].